This data is from Forward reaction prediction with 1.9M reactions from USPTO patents (1976-2016). The task is: Predict the product of the given reaction. (1) Given the reactants Cl.CC(O)=O.[NH:6]([C:13]1[N:14]([C:29]2[CH:34]=[CH:33][CH:32]=[CH:31][CH:30]=2)[C:15]2[C:20]([C:21](=[O:28])[C:22]=1C(OCC)=O)=[CH:19][CH:18]=[N:17][CH:16]=2)[C:7]1[CH:12]=[CH:11][CH:10]=[CH:9][CH:8]=1.[OH-].[Na+], predict the reaction product. The product is: [NH:6]([C:13]1[N:14]([C:29]2[CH:30]=[CH:31][CH:32]=[CH:33][CH:34]=2)[C:15]2[C:20]([C:21](=[O:28])[CH:22]=1)=[CH:19][CH:18]=[N:17][CH:16]=2)[C:7]1[CH:8]=[CH:9][CH:10]=[CH:11][CH:12]=1. (2) Given the reactants C(NC(C)C)(C)C.C([Li])CCC.[O:13]1[C:17]2([CH2:22][CH2:21][CH:20]([C:23]([O:25][CH2:26][CH3:27])=[O:24])[CH2:19][CH2:18]2)[O:16][CH2:15][CH2:14]1.Cl[C:29]([O:31][CH2:32][CH3:33])=[O:30], predict the reaction product. The product is: [O:13]1[C:17]2([CH2:22][CH2:21][C:20]([C:29]([O:31][CH2:32][CH3:33])=[O:30])([C:23]([O:25][CH2:26][CH3:27])=[O:24])[CH2:19][CH2:18]2)[O:16][CH2:15][CH2:14]1. (3) The product is: [CH2:1]([O:8][CH2:9][CH2:10][CH2:11][CH2:12][CH2:13][CH2:14][CH2:15][CH2:16][NH2:35])[C:2]1[CH:7]=[CH:6][CH:5]=[CH:4][CH:3]=1. Given the reactants [CH2:1]([O:8][CH2:9][CH2:10][CH2:11][CH2:12][CH2:13][CH2:14][CH2:15][CH2:16]O)[C:2]1[CH:7]=[CH:6][CH:5]=[CH:4][CH:3]=1.C(OCCCCCCCCCC[NH2:35])CCCCC, predict the reaction product.